Dataset: Full USPTO retrosynthesis dataset with 1.9M reactions from patents (1976-2016). Task: Predict the reactants needed to synthesize the given product. (1) The reactants are: [C:1]([O:5][C:6](=[O:21])[NH:7][C:8]1[CH:13]=[C:12]([N:14]([CH3:16])[CH3:15])[C:11]([Cl:17])=[CH:10][C:9]=1[N+:18]([O-])=O)([CH3:4])([CH3:3])[CH3:2].O.O.Cl[Sn]Cl. Given the product [C:1]([O:5][C:6](=[O:21])[NH:7][C:8]1[CH:13]=[C:12]([N:14]([CH3:16])[CH3:15])[C:11]([Cl:17])=[CH:10][C:9]=1[NH2:18])([CH3:4])([CH3:2])[CH3:3], predict the reactants needed to synthesize it. (2) Given the product [CH2:25]([S:28]([C:31]1[CH:39]=[CH:38][C:37]([NH:40][S:41]([C:44]2[S:45][CH:46]=[CH:47][CH:48]=2)(=[O:43])=[O:42])=[C:36]2[C:32]=1[CH:33]=[C:34]([C:49]([NH:24][CH2:23][CH2:22][S:21][C:2]([C:9]1[CH:14]=[CH:13][CH:12]=[CH:11][CH:10]=1)([C:15]1[CH:16]=[CH:17][CH:18]=[CH:19][CH:20]=1)[C:3]1[CH:8]=[CH:7][CH:6]=[CH:5][CH:4]=1)=[O:50])[NH:35]2)(=[O:29])=[O:30])[CH2:26][CH3:27], predict the reactants needed to synthesize it. The reactants are: Cl.[C:2]([S:21][CH2:22][CH2:23][NH2:24])([C:15]1[CH:20]=[CH:19][CH:18]=[CH:17][CH:16]=1)([C:9]1[CH:14]=[CH:13][CH:12]=[CH:11][CH:10]=1)[C:3]1[CH:8]=[CH:7][CH:6]=[CH:5][CH:4]=1.[CH2:25]([S:28]([C:31]1[CH:39]=[CH:38][C:37]([NH:40][S:41]([C:44]2[S:45][CH:46]=[CH:47][CH:48]=2)(=[O:43])=[O:42])=[C:36]2[C:32]=1[CH:33]=[C:34]([C:49](O)=[O:50])[NH:35]2)(=[O:30])=[O:29])[CH2:26][CH3:27].N1(O)C2C=CC=CC=2N=N1.Cl.CN(C)CCCN=C=NCC. (3) Given the product [F:1][C:2]1[CH:7]=[C:6]([N+:8]([O-:10])=[O:9])[CH:5]=[CH:4][C:3]=1[O:11][CH2:12][C:13]1[CH:18]=[CH:17][CH:16]=[CH:15][CH:14]=1, predict the reactants needed to synthesize it. The reactants are: [F:1][C:2]1[CH:7]=[C:6]([N+:8]([O-:10])=[O:9])[CH:5]=[CH:4][C:3]=1[OH:11].[CH2:12](Br)[C:13]1[CH:18]=[CH:17][CH:16]=[CH:15][CH:14]=1.C(=O)([O-])[O-].[K+].[K+]. (4) The reactants are: [C:1]([C:4]12[CH2:11][CH2:10][C:7]([NH:12][CH2:13][C:14]([N:16]3[CH2:20][C@@H:19]([F:21])[CH2:18][C@H:17]3[C:22]#[N:23])=[O:15])([CH2:8][CH2:9]1)[CH2:6][CH2:5]2)([OH:3])=[O:2].[Cl:24][C:25]1[CH:32]=[CH:31][C:28]([CH2:29]Br)=[CH:27][CH:26]=1. Given the product [Cl:24][C:25]1[CH:32]=[CH:31][C:28]([CH2:29][O:2][C:1]([C:4]23[CH2:11][CH2:10][C:7]([NH:12][CH2:13][C:14]([N:16]4[CH2:20][C@@H:19]([F:21])[CH2:18][C@H:17]4[C:22]#[N:23])=[O:15])([CH2:8][CH2:9]2)[CH2:6][CH2:5]3)=[O:3])=[CH:27][CH:26]=1, predict the reactants needed to synthesize it. (5) Given the product [Cl:1][C:2]1[N:7]=[C:6]([NH:25][C@@H:21]2[CH2:22][CH2:23][CH2:24][N:19]([C:17]([O:16][C:12]([CH3:15])([CH3:14])[CH3:13])=[O:18])[CH2:20]2)[C:5]2=[CH:9][CH:10]=[CH:11][N:4]2[N:3]=1, predict the reactants needed to synthesize it. The reactants are: [Cl:1][C:2]1[N:7]=[C:6](Cl)[C:5]2=[CH:9][CH:10]=[CH:11][N:4]2[N:3]=1.[C:12]([O:16][C:17]([N:19]1[CH2:24][CH2:23][CH2:22][C@@H:21]([NH2:25])[CH2:20]1)=[O:18])([CH3:15])([CH3:14])[CH3:13].C(N(CC)C(C)C)(C)C. (6) Given the product [C:15]([O:19][C:20]([N:22]1[CH2:26][CH2:25][C:24]([C:14]#[C:13][C:9]2[CH:10]=[CH:11][CH:12]=[C:7]([Cl:6])[CH:8]=2)([OH:27])[CH2:23]1)=[O:21])([CH3:18])([CH3:16])[CH3:17], predict the reactants needed to synthesize it. The reactants are: C([Li])CCC.[Cl:6][C:7]1[CH:12]=[CH:11][CH:10]=[C:9]([C:13]#[CH:14])[CH:8]=1.[C:15]([O:19][C:20]([N:22]1[CH2:26][CH2:25][C:24](=[O:27])[CH2:23]1)=[O:21])([CH3:18])([CH3:17])[CH3:16]. (7) Given the product [Cl:1][C:2]1[CH:27]=[CH:26][C:25]([Cl:28])=[CH:24][C:3]=1[CH2:4][N:5]1[C:9]([C:10]([OH:35])=[O:11])=[C:8]([C:12]2[CH:13]=[CH:14][CH:15]=[CH:16][CH:17]=2)[N:7]=[C:6]1[C:18]1[CH:19]=[N:20][CH:21]=[CH:22][CH:23]=1, predict the reactants needed to synthesize it. The reactants are: [Cl:1][C:2]1[CH:27]=[CH:26][C:25]([Cl:28])=[CH:24][C:3]=1[CH2:4][N:5]1[C:9]([CH:10]=[O:11])=[C:8]([C:12]2[CH:17]=[CH:16][CH:15]=[CH:14][CH:13]=2)[N:7]=[C:6]1[C:18]1[CH:19]=[N:20][CH:21]=[CH:22][CH:23]=1.CC(=CC)C.Cl([O-])=[O:35].[Na+].P([O-])(O)(O)=O.[Na+].[Cl-].[Na+]. (8) Given the product [CH3:12][O:11][C:4]1[CH:3]=[C:2]([N:25]2[CH2:24][CH2:23][CH:22]([N:14]([CH3:13])[C:15](=[O:21])[O:16][C:17]([CH3:18])([CH3:19])[CH3:20])[CH2:27][CH2:26]2)[CH:7]=[CH:6][C:5]=1[N+:8]([O-:10])=[O:9], predict the reactants needed to synthesize it. The reactants are: F[C:2]1[CH:7]=[CH:6][C:5]([N+:8]([O-:10])=[O:9])=[C:4]([O:11][CH3:12])[CH:3]=1.[CH3:13][N:14]([CH:22]1[CH2:27][CH2:26][NH:25][CH2:24][CH2:23]1)[C:15](=[O:21])[O:16][C:17]([CH3:20])([CH3:19])[CH3:18]. (9) Given the product [CH3:1][C:2]1[CH:3]=[C:4]2[C:10]3[CH2:11][N:12]([CH3:15])[CH2:13][CH2:14][C:9]=3[N:8]([CH2:29][CH2:30][C:31]3[CH:32]=[N:33][C:34]([CH3:37])=[CH:35][CH:36]=3)[C:5]2=[N:6][CH:7]=1, predict the reactants needed to synthesize it. The reactants are: [CH3:1][C:2]1[CH:3]=[C:4]2[C:10]3[CH2:11][N:12]([CH3:15])[CH2:13][CH2:14][C:9]=3[NH:8][C:5]2=[N:6][CH:7]=1.[H-].[Na+].CC1C=CC(S(O[CH2:29][CH2:30][C:31]2[CH:32]=[N:33][C:34]([CH3:37])=[CH:35][CH:36]=2)(=O)=O)=CC=1. (10) Given the product [CH3:37][O:36][C:34]([C:33]1([C:38]([O:40][CH3:41])=[O:39])[CH2:30][C:9]1([C:4]1[CH:5]=[CH:6][C:7]([F:8])=[C:2]([Cl:1])[CH:3]=1)[CH2:10][CH2:11][O:12][Si:13]([C:26]([CH3:29])([CH3:28])[CH3:27])([C:20]1[CH:25]=[CH:24][CH:23]=[CH:22][CH:21]=1)[C:14]1[CH:15]=[CH:16][CH:17]=[CH:18][CH:19]=1)=[O:35], predict the reactants needed to synthesize it. The reactants are: [Cl:1][C:2]1[CH:3]=[C:4]([C:9](=[CH2:30])[CH2:10][CH2:11][O:12][Si:13]([C:26]([CH3:29])([CH3:28])[CH3:27])([C:20]2[CH:25]=[CH:24][CH:23]=[CH:22][CH:21]=2)[C:14]2[CH:19]=[CH:18][CH:17]=[CH:16][CH:15]=2)[CH:5]=[CH:6][C:7]=1[F:8].N([CH:33]([C:38]([O:40][CH3:41])=[O:39])[C:34]([O:36][CH3:37])=[O:35])=N.